From a dataset of Reaction yield outcomes from USPTO patents with 853,638 reactions. Predict the reaction yield, written as a fraction of the theoretical maximum amount of product (1.0 means a 100% yield; for example, 0.34 means a 34% yield). (1) The reactants are [NH:1]1[C:9]2[C:4](=[CH:5][CH:6]=[CH:7][CH:8]=2)[C:3](=O)[C:2]1=[O:11].[Cl:12][C:13]1[CH:14]=[C:15]([CH:17]=[CH:18][C:19]=1[Cl:20])[NH2:16]. No catalyst specified. The product is [Cl:12][C:13]1[CH:14]=[C:15]([N:16]=[C:3]2[C:4]3[C:9](=[CH:8][CH:7]=[CH:6][CH:5]=3)[NH:1][C:2]2=[O:11])[CH:17]=[CH:18][C:19]=1[Cl:20]. The yield is 0.900. (2) The reactants are C(OC([NH:11][C@@H:12]([CH2:20][C:21]1[CH:26]=[CH:25][C:24]([C:27]2[N:32]=[CH:31][C:30]([C:33]3[CH:38]=[CH:37][C:36]([C:39]([CH3:42])([CH3:41])[CH3:40])=[CH:35][CH:34]=3)=[CH:29][N:28]=2)=[CH:23][CH:22]=1)[C:13]([O:15][C:16]([CH3:19])([CH3:18])[CH3:17])=[O:14])=O)C1C=CC=CC=1. The catalyst is CC(=O)OCC.[Pd]. The product is [NH2:11][C@@H:12]([CH2:20][C:21]1[CH:26]=[CH:25][C:24]([C:27]2[N:28]=[CH:29][C:30]([C:33]3[CH:38]=[CH:37][C:36]([C:39]([CH3:42])([CH3:41])[CH3:40])=[CH:35][CH:34]=3)=[CH:31][N:32]=2)=[CH:23][CH:22]=1)[C:13]([O:15][C:16]([CH3:18])([CH3:17])[CH3:19])=[O:14]. The yield is 0.880. (3) The reactants are [N:1]1[CH:6]=[CH:5][C:4]([CH2:7][C:8]([C:10]2[CH:15]=[CH:14][C:13]([O:16][CH2:17][C:18]3[CH:27]=[CH:26][C:25]4[C:20](=[CH:21][CH:22]=[CH:23][CH:24]=4)[N:19]=3)=[CH:12][CH:11]=2)=O)=[CH:3][CH:2]=1.Cl.[OH:29][NH2:30].[C:31](O)(=O)C.C(=O)(O)[O-].[Na+]. The catalyst is COC(N(C)C)OC. The product is [N:1]1[CH:6]=[CH:5][C:4]([C:7]2[CH:31]=[N:30][O:29][C:8]=2[C:10]2[CH:15]=[CH:14][C:13]([O:16][CH2:17][C:18]3[CH:27]=[CH:26][C:25]4[C:20](=[CH:21][CH:22]=[CH:23][CH:24]=4)[N:19]=3)=[CH:12][CH:11]=2)=[CH:3][CH:2]=1. The yield is 0.450.